Dataset: Full USPTO retrosynthesis dataset with 1.9M reactions from patents (1976-2016). Task: Predict the reactants needed to synthesize the given product. (1) Given the product [F:1][C:2]1[CH:3]=[C:4]2[C:5]([C:8](=[O:10])[CH2:9][C:13]3([O:11]2)[CH2:18][CH2:17][N:16]([C:19]([O:21][C:22]([CH3:25])([CH3:24])[CH3:23])=[O:20])[CH2:15][CH2:14]3)=[CH:6][CH:7]=1, predict the reactants needed to synthesize it. The reactants are: [F:1][C:2]1[CH:7]=[CH:6][C:5]([C:8](=[O:10])[CH3:9])=[C:4]([OH:11])[CH:3]=1.O=[C:13]1[CH2:18][CH2:17][N:16]([C:19]([O:21][C:22]([CH3:25])([CH3:24])[CH3:23])=[O:20])[CH2:15][CH2:14]1.N1CCCC1. (2) Given the product [C:1]([N:9]1[CH2:14][CH2:13][CH2:12][C:11]([CH2:20][C:21]2[CH:26]=[CH:25][CH:24]=[CH:23][CH:22]=2)([C:15]([OH:17])=[O:16])[CH2:10]1)(=[O:8])[C:2]1[CH:3]=[CH:4][CH:5]=[CH:6][CH:7]=1, predict the reactants needed to synthesize it. The reactants are: [C:1]([N:9]1[CH2:14][CH2:13][CH2:12][C:11]([CH2:20][C:21]2[CH:26]=[CH:25][CH:24]=[CH:23][CH:22]=2)([C:15]([O:17]CC)=[O:16])[CH2:10]1)(=[O:8])[C:2]1[CH:7]=[CH:6][CH:5]=[CH:4][CH:3]=1.[OH-].[Na+]. (3) Given the product [S:1]1[C:5]2[CH:6]=[CH:7][CH:8]=[CH:9][C:4]=2[C:3]([N:10]2[CH2:11][CH2:12][N:13]([CH2:16][CH2:17][C:18]3[CH:23]=[CH:22][C:21]([NH:24][C:29](=[O:30])[CH:28]=[CH:27][CH3:26])=[C:20]([CH3:25])[CH:19]=3)[CH2:14][CH2:15]2)=[N:2]1, predict the reactants needed to synthesize it. The reactants are: [S:1]1[C:5]2[CH:6]=[CH:7][CH:8]=[CH:9][C:4]=2[C:3]([N:10]2[CH2:15][CH2:14][N:13]([CH2:16][CH2:17][C:18]3[CH:23]=[CH:22][C:21]([NH2:24])=[C:20]([CH3:25])[CH:19]=3)[CH2:12][CH2:11]2)=[N:2]1.[CH3:26][CH:27]=[CH:28][C:29](Cl)=[O:30].